Dataset: Catalyst prediction with 721,799 reactions and 888 catalyst types from USPTO. Task: Predict which catalyst facilitates the given reaction. (1) Reactant: CC(OI1(OC(C)=O)(OC(C)=O)OC(=O)C2C=CC=CC1=2)=O.O[CH2:24][CH2:25][CH2:26][CH2:27][O:28][C:29]1[N:38]=[C:37]2[C:32]([CH2:33][CH2:34][C:35](=[O:39])[NH:36]2)=[CH:31][C:30]=1[CH3:40].C([O-])(O)=O.[Na+].[O-]S([O-])(=S)=O.[Na+].[Na+].Cl.[C:54]1([N:64]2[CH2:69][CH2:68][NH:67][CH2:66][CH2:65]2)[C:63]2[C:58](=[CH:59][CH:60]=[CH:61][CH:62]=2)[CH:57]=[CH:56][CH:55]=1.CCN(CC)CC.[BH-](OC(C)=O)(OC(C)=O)OC(C)=O.[Na+]. Product: [CH3:40][C:30]1[CH:31]=[C:32]2[C:37](=[N:38][C:29]=1[O:28][CH2:27][CH2:26][CH2:25][CH2:24][N:67]1[CH2:66][CH2:65][N:64]([C:54]3[C:63]4[C:58](=[CH:59][CH:60]=[CH:61][CH:62]=4)[CH:57]=[CH:56][CH:55]=3)[CH2:69][CH2:68]1)[NH:36][C:35](=[O:39])[CH2:34][CH2:33]2. The catalyst class is: 2. (2) Reactant: [NH2:1][C:2]1[C:11](Br)=[N:10][C:9](Br)=[CH:8][C:3]=1[C:4]([O:6][CH3:7])=[O:5].[CH3:14][O:15][C:16]1[CH:21]=[CH:20][C:19](B(O)O)=[CH:18][CH:17]=1.[F-].[Cs+]. Product: [NH2:1][C:2]1[C:11]([C:19]2[CH:20]=[CH:21][C:16]([O:15][CH3:14])=[CH:17][CH:18]=2)=[N:10][C:9]([C:19]2[CH:20]=[CH:21][C:16]([O:15][CH3:14])=[CH:17][CH:18]=2)=[CH:8][C:3]=1[C:4]([O:6][CH3:7])=[O:5]. The catalyst class is: 492. (3) Reactant: [CH:1]1([C:10](O)=[O:11])[C:9]2[C:4](=[CH:5][CH:6]=[CH:7][CH:8]=2)[CH2:3][CH2:2]1.[H-].[Al+3].[Li+].[H-].[H-].[H-].O. Product: [CH:1]1([CH2:10][OH:11])[C:9]2[C:4](=[CH:5][CH:6]=[CH:7][CH:8]=2)[CH2:3][CH2:2]1. The catalyst class is: 7.